Dataset: Forward reaction prediction with 1.9M reactions from USPTO patents (1976-2016). Task: Predict the product of the given reaction. (1) Given the reactants Cl[CH2:2][C:3]1[S:4][CH:5]=[C:6]([C:8]([NH:10][C:11]2[CH:19]=[C:18]([C:20]3[CH:28]=[CH:27][CH:26]=[C:25]4[C:21]=3[CH:22]=[CH:23][NH:24]4)[CH:17]=[C:16]3[C:12]=2[CH:13]=[N:14][N:15]3S(C2C=CC=CC=2)(=O)=O)=[O:9])[N:7]=1.[I-].[Na+].[CH2:40]1[NH:45][CH2:44][CH2:43][N:42]2[CH2:46][CH2:47][CH2:48][C@@H:41]12.CCN(C(C)C)C(C)C, predict the reaction product. The product is: [CH2:40]1[N:45]([CH2:2][C:3]2[S:4][CH:5]=[C:6]([C:8]([NH:10][C:11]3[CH:19]=[C:18]([C:20]4[CH:28]=[CH:27][CH:26]=[C:25]5[C:21]=4[CH:22]=[CH:23][NH:24]5)[CH:17]=[C:16]4[C:12]=3[CH:13]=[N:14][NH:15]4)=[O:9])[N:7]=2)[CH2:44][CH2:43][N:42]2[CH2:46][CH2:47][CH2:48][C@@H:41]12. (2) Given the reactants [Cl:1][C:2]1[N:6]([C:7]2[N:12]=[C:11](Cl)[N:10]=[C:9]([CH3:14])[N:8]=2)[C:5]2[CH:15]=[CH:16][CH:17]=[CH:18][C:4]=2[N:3]=1.[NH3:19].CO, predict the reaction product. The product is: [Cl:1][C:2]1[N:6]([C:7]2[N:8]=[C:9]([CH3:14])[N:10]=[C:11]([NH2:19])[N:12]=2)[C:5]2[CH:15]=[CH:16][CH:17]=[CH:18][C:4]=2[N:3]=1. (3) Given the reactants [CH3:1][C:2]([O:5][C:6]([NH:8][C:9]1([C:19]([OH:21])=[O:20])[CH2:18][CH2:17][C:16]2[C:11](=[CH:12][CH:13]=[CH:14][CH:15]=2)[CH2:10]1)=[O:7])([CH3:4])[CH3:3].[CH3:22][Si](C=[N+]=[N-])(C)C, predict the reaction product. The product is: [CH3:4][C:2]([O:5][C:6]([NH:8][C:9]1([C:19]([O:21][CH3:22])=[O:20])[CH2:18][CH2:17][C:16]2[C:11](=[CH:12][CH:13]=[CH:14][CH:15]=2)[CH2:10]1)=[O:7])([CH3:1])[CH3:3]. (4) Given the reactants [C:1]([O:4][CH2:5][CH3:6])(=[O:3])[CH3:2].C([N-]C(C)C)(C)C.[Li+].[Br:15][C:16]([CH2:18]Br)=[CH2:17], predict the reaction product. The product is: [Br:15][C:16](=[CH2:17])[CH2:18][CH2:2][C:1]([O:4][CH2:5][CH3:6])=[O:3]. (5) Given the reactants [CH2:1]([N:4]([CH2:27][CH2:28][CH3:29])[CH2:5][CH2:6][CH2:7][CH2:8][N:9]1[CH2:17][C:16]2[C:11](=[CH:12][C:13]([CH2:18][NH:19][CH2:20][C:21]3[NH:22][CH:23]=[CH:24][N:25]=3)=[CH:14][CH:15]=2)[C:10]1=[O:26])[CH2:2][CH3:3].[CH3:30][N:31]1[CH:35]=[CH:34][N:33]=[C:32]1[CH:36]=O.C([BH3-])#N.[Na+].C(=O)([O-])O.[Na+], predict the reaction product. The product is: [CH2:27]([N:4]([CH2:1][CH2:2][CH3:3])[CH2:5][CH2:6][CH2:7][CH2:8][N:9]1[CH2:17][C:16]2[C:11](=[CH:12][C:13]([CH2:18][N:19]([CH2:20][C:21]3[NH:22][CH:23]=[CH:24][N:25]=3)[CH2:36][C:32]3[N:31]([CH3:30])[CH:35]=[CH:34][N:33]=3)=[CH:14][CH:15]=2)[C:10]1=[O:26])[CH2:28][CH3:29]. (6) The product is: [NH2:18][C:2]1[C:11]2[C:6](=[CH:7][C:8]([F:12])=[CH:9][CH:10]=2)[N:5]=[CH:4][C:3]=1[C:13]([O:15][CH2:16][CH3:17])=[O:14]. Given the reactants Cl[C:2]1[C:11]2[C:6](=[CH:7][C:8]([F:12])=[CH:9][CH:10]=2)[N:5]=[CH:4][C:3]=1[C:13]([O:15][CH2:16][CH3:17])=[O:14].[NH3:18], predict the reaction product.